Dataset: Forward reaction prediction with 1.9M reactions from USPTO patents (1976-2016). Task: Predict the product of the given reaction. Given the reactants [Cl:1][C:2]1[CH:7]=[CH:6][C:5]([C:8]2[S:9][C:10]([C:20]([C:22]3[O:23][CH:24]=[CH:25][CH:26]=3)=[O:21])=[CH:11][C:12]=2[CH2:13][C:14]([O:16]C(C)C)=[O:15])=[C:4]([F:27])[CH:3]=1.[OH-].[Na+], predict the reaction product. The product is: [Cl:1][C:2]1[CH:7]=[CH:6][C:5]([C:8]2[S:9][C:10]([C:20]([C:22]3[O:23][CH:24]=[CH:25][CH:26]=3)=[O:21])=[CH:11][C:12]=2[CH2:13][C:14]([OH:16])=[O:15])=[C:4]([F:27])[CH:3]=1.